From a dataset of Reaction yield outcomes from USPTO patents with 853,638 reactions. Predict the reaction yield, written as a fraction of the theoretical maximum amount of product (1.0 means a 100% yield; for example, 0.34 means a 34% yield). The reactants are [NH2:1][C:2]1[C:7]([C:8]2[O:12][N:11]=[C:10]([CH2:13][C:14]3[CH:19]=[CH:18][C:17]([OH:20])=[CH:16][CH:15]=3)[CH:9]=2)=[CH:6][CH:5]=[CH:4][N:3]=1.Cl[CH2:22][C:23]1[CH:28]=[CH:27][C:26]([CH3:29])=[CH:25][N:24]=1. No catalyst specified. The product is [CH3:29][C:26]1[CH:27]=[CH:28][C:23]([CH2:22][O:20][C:17]2[CH:18]=[CH:19][C:14]([CH2:13][C:10]3[CH:9]=[C:8]([C:7]4[C:2]([NH2:1])=[N:3][CH:4]=[CH:5][CH:6]=4)[O:12][N:11]=3)=[CH:15][CH:16]=2)=[N:24][CH:25]=1. The yield is 0.330.